This data is from Reaction yield outcomes from USPTO patents with 853,638 reactions. The task is: Predict the reaction yield, written as a fraction of the theoretical maximum amount of product (1.0 means a 100% yield; for example, 0.34 means a 34% yield). (1) The reactants are [C:1]1([C:8]2[CH:13]=[CH:12][CH:11]=[CH:10][CH:9]=2)[C:2]([NH2:7])=[CH:3][CH:4]=[CH:5][CH:6]=1.P(=O)(O)(O)O.[N+]([O-])(O)=O.[N:23]([O-])=O.[Na+].C([O-])(=O)C.[K+].[C:32]([CH2:35][C:36](=[O:38])[CH3:37])(=[O:34])[CH3:33]. The catalyst is O.C(O)C. The product is [C:1]1([C:8]2[CH:9]=[CH:10][CH:11]=[CH:12][CH:13]=2)[CH:6]=[CH:5][CH:4]=[CH:3][C:2]=1[NH:7][N:23]=[C:35]([C:36](=[O:38])[CH3:37])[C:32](=[O:34])[CH3:33]. The yield is 0.510. (2) The reactants are [CH3:1][O:2][C:3](=[O:22])[C:4]1[CH:9]=[C:8]([N+:10]([O-])=O)[C:7]([NH2:13])=[C:6]([Cl:14])[C:5]=1[NH:15][C:16]1[CH:21]=[CH:20][CH:19]=[CH:18][CH:17]=1.CCO.CO.[NH4+].[Cl-].C1COCC1. The catalyst is C(Cl)Cl.C1COCC1.O.[Zn]. The product is [CH3:1][O:2][C:3](=[O:22])[C:4]1[CH:9]=[C:8]([NH2:10])[C:7]([NH2:13])=[C:6]([Cl:14])[C:5]=1[NH:15][C:16]1[CH:17]=[CH:18][CH:19]=[CH:20][CH:21]=1. The yield is 0.700. (3) The reactants are [F:1][C:2]([F:12])([F:11])[C:3]1[CH:10]=[CH:9][C:6]([CH2:7][NH2:8])=[CH:5][CH:4]=1.Cl[C:14](Cl)([O:16][C:17](=[O:23])OC(Cl)(Cl)Cl)Cl.[N-:25]=[C:26]=O.[CH3:28][OH:29]. The catalyst is CCOC(C)=O.CN(C=O)C. The product is [F:1][C:2]([F:11])([F:12])[C:3]1[CH:10]=[CH:9][C:6]([CH2:7][NH:8][C:28]([NH:8][C:7]2[C:26]3[NH:25][C:17](=[O:23])[O:16][C:14]=3[CH:4]=[CH:5][CH:6]=2)=[O:29])=[CH:5][CH:4]=1. The yield is 0.240. (4) The reactants are [N:1]1[C:10]2[C:5](=[CH:6][CH:7]=[CH:8][CH:9]=2)[N:4]=[CH:3][C:2]=1[C:11]1[CH:12]=[C:13]([NH2:17])[CH:14]=[CH:15][CH:16]=1.C(N(C(C)C)CC)(C)C.[C:27](Cl)(=[O:30])[CH:28]=[CH2:29]. The catalyst is C1COCC1.C(OCC)(=O)C. The product is [N:1]1[C:10]2[C:5](=[CH:6][CH:7]=[CH:8][CH:9]=2)[N:4]=[CH:3][C:2]=1[C:11]1[CH:12]=[C:13]([NH:17][C:27](=[O:30])[CH:28]=[CH2:29])[CH:14]=[CH:15][CH:16]=1. The yield is 0.870. (5) The reactants are [CH3:1][C:2]([O:5][C:6]([N:8]1[CH2:13][CH2:12][C:11]([CH3:17])(C(O)=O)[CH2:10][CH2:9]1)=[O:7])([CH3:4])[CH3:3].C([N:20]([CH2:23]C)CC)C.C1(P(N=[N+]=[N-])(C2C=CC=CC=2)=[O:32])C=CC=CC=1.[CH2:42]([OH:49])[C:43]1[CH:48]=[CH:47][CH:46]=[CH:45][CH:44]=1.C(=O)(O)[O-].[Na+]. The catalyst is C1(C)C=CC=CC=1. The product is [CH3:17][C:11]1([NH:20][C:23]([O:49][CH2:42][C:43]2[CH:48]=[CH:47][CH:46]=[CH:45][CH:44]=2)=[O:32])[CH2:10][CH2:9][N:8]([C:6]([O:5][C:2]([CH3:1])([CH3:3])[CH3:4])=[O:7])[CH2:13][CH2:12]1. The yield is 0.890. (6) The reactants are [C:1]([N:4]1[CH2:9][CH2:8][C:7]2[C:10]([C:14]([C:16]3[CH:21]=[CH:20][C:19]([CH3:22])=[CH:18][CH:17]=3)=O)=[C:11]([NH2:13])[S:12][C:6]=2[CH2:5]1)(=[O:3])[CH3:2].O=[C:24]([CH3:35])[CH2:25][CH:26]([CH2:32][CH2:33][CH3:34])[C:27]([O:29][CH2:30][CH3:31])=[O:28].Cl[Si](C)(C)C.O. The catalyst is CN(C=O)C. The product is [C:1]([N:4]1[CH2:5][C:6]2[S:12][C:11]3[N:13]=[C:24]([CH3:35])[C:25]([CH:26]([CH2:32][CH2:33][CH3:34])[C:27]([O:29][CH2:30][CH3:31])=[O:28])=[C:14]([C:16]4[CH:21]=[CH:20][C:19]([CH3:22])=[CH:18][CH:17]=4)[C:10]=3[C:7]=2[CH2:8][CH2:9]1)(=[O:3])[CH3:2]. The yield is 0.940.